From a dataset of Full USPTO retrosynthesis dataset with 1.9M reactions from patents (1976-2016). Predict the reactants needed to synthesize the given product. (1) The reactants are: [CH:1]1([C:4]2[C:5]([N:26]([CH2:31][C:32]3[CH:37]=[CH:36][C:35]([O:38][CH3:39])=[CH:34][CH:33]=3)[S:27]([CH3:30])(=[O:29])=[O:28])=[CH:6][C:7]3[O:11][C:10]([C:12]4[CH:17]=[CH:16][C:15]([F:18])=[CH:14][CH:13]=4)=[C:9]([C:19]4[NH:23][C:22](=[O:24])[O:21][N:20]=4)[C:8]=3[CH:25]=2)[CH2:3][CH2:2]1.Br[CH2:41][CH2:42][Cl:43].N12CCCN=C1CCCCC2. Given the product [Cl:43][CH2:42][CH2:41][N:23]1[C:22](=[O:24])[O:21][N:20]=[C:19]1[C:9]1[C:8]2[CH:25]=[C:4]([CH:1]3[CH2:3][CH2:2]3)[C:5]([N:26]([CH2:31][C:32]3[CH:33]=[CH:34][C:35]([O:38][CH3:39])=[CH:36][CH:37]=3)[S:27]([CH3:30])(=[O:29])=[O:28])=[CH:6][C:7]=2[O:11][C:10]=1[C:12]1[CH:17]=[CH:16][C:15]([F:18])=[CH:14][CH:13]=1, predict the reactants needed to synthesize it. (2) Given the product [Br:1][C:2]1[C:8]([Cl:9])=[CH:7][C:5]([NH:6][CH2:45][C:43]2[CH:42]=[CH:41][C:39]3[N:40]=[C:36]([S:35][CH3:34])[O:37][C:38]=3[CH:44]=2)=[C:4]([N+:10]([O-:12])=[O:11])[CH:3]=1, predict the reactants needed to synthesize it. The reactants are: [Br:1][C:2]1[C:8]([Cl:9])=[CH:7][C:5]([NH2:6])=[C:4]([N+:10]([O-:12])=[O:11])[CH:3]=1.C(O)(C(F)(F)F)=O.[BH-](OC(C)=O)(OC(C)=O)OC(C)=O.[Na+].[CH3:34][S:35][C:36]1[O:37][C:38]2[CH:44]=[C:43]([CH:45]=O)[CH:42]=[CH:41][C:39]=2[N:40]=1.